From a dataset of Forward reaction prediction with 1.9M reactions from USPTO patents (1976-2016). Predict the product of the given reaction. (1) Given the reactants [F:1][C:2]1[CH:3]=[C:4]([C:9]2([O:17][CH3:18])[CH2:13][CH2:12][N:11]([CH:14]([CH3:16])[CH3:15])[CH2:10]2)[CH:5]=[CH:6][C:7]=1[F:8].ClC1C=C(C=CC=1)C(OO)=[O:24], predict the reaction product. The product is: [F:1][C:2]1[CH:3]=[C:4]([C:9]2([O:17][CH3:18])[CH2:13][CH2:12][N+:11]([O-:24])([CH:14]([CH3:15])[CH3:16])[CH2:10]2)[CH:5]=[CH:6][C:7]=1[F:8]. (2) Given the reactants [N+:1]([C:4]1[CH:5]=[C:6]2[N:12]([CH:13]3[CH2:18][CH2:17][CH2:16][CH2:15][O:14]3)[N:11]=[CH:10][C:7]2=[N:8][CH:9]=1)([O-])=O.[N+](C1C=C2NN=CC2=NC=1)([O-])=O.O1C=CCCC1.CS(O)(=O)=O.C(=O)(O)[O-].[Na+], predict the reaction product. The product is: [O:14]1[CH2:15][CH2:16][CH2:17][CH2:18][CH:13]1[N:12]1[C:6]2[C:7](=[N:8][CH:9]=[C:4]([NH2:1])[CH:5]=2)[CH:10]=[N:11]1. (3) Given the reactants P(Cl)(Cl)(Cl)(Cl)Cl.[CH:7]1([CH2:10][N:11]2[CH2:17][CH:16]([C:18]3[CH:23]=[CH:22][CH:21]=[CH:20][CH:19]=3)[CH2:15][CH2:14][CH2:13][C:12]2=[O:24])[CH2:9][CH2:8]1.II.BrBr.[N-:29]=[N+]=[N-].[Na+].[Br-], predict the reaction product. The product is: [NH2:29][C@@H:13]1[CH2:14][CH2:15][C@@H:16]([C:18]2[CH:19]=[CH:20][CH:21]=[CH:22][CH:23]=2)[CH2:17][N:11]([CH2:10][CH:7]2[CH2:9][CH2:8]2)[C:12]1=[O:24]. (4) Given the reactants Cl[C:2]1[C:7]([C:8]([F:11])([F:10])[F:9])=[CH:6][N:5]=[C:4]([NH:12][C:13]2[CH:18]=[CH:17][C:16]([P:19]([CH3:22])([CH3:21])=[O:20])=[CH:15][CH:14]=2)[N:3]=1.C(N(CC)CC)C.[C:30]12([CH2:40][NH2:41])[CH2:39][CH:34]3[CH2:35][CH:36]([CH2:38][CH:32]([CH2:33]3)[CH2:31]1)[CH2:37]2, predict the reaction product. The product is: [CH3:21][P:19]([C:16]1[CH:17]=[CH:18][C:13]([NH:12][C:4]2[N:3]=[C:2]([NH:41][CH2:40][C:30]34[CH2:39][CH:34]5[CH2:33][CH:32]([CH2:38][CH:36]([CH2:35]5)[CH2:37]3)[CH2:31]4)[C:7]([C:8]([F:11])([F:10])[F:9])=[CH:6][N:5]=2)=[CH:14][CH:15]=1)([CH3:22])=[O:20]. (5) Given the reactants C(Cl)(=O)C(Cl)=O.[C:7]([C:9]1[CH:10]=[C:11]([CH:15]=[CH:16][C:17]=1[O:18][CH:19]1[CH2:23][CH2:22][CH2:21][CH2:20]1)[C:12]([OH:14])=O)#[N:8].C(N(CC)CC)C.O[NH:32][C:33]([C:35]1[CH:43]=[CH:42][C:41]2[NH:40][C:39]3[CH:44]([CH2:47][C:48]([O:50][CH2:51][CH3:52])=[O:49])[CH2:45][CH2:46][C:38]=3[C:37]=2[CH:36]=1)=[NH:34], predict the reaction product. The product is: [C:7]([C:9]1[CH:10]=[C:11]([C:12]2[O:14][N:34]=[C:33]([C:35]3[CH:43]=[CH:42][C:41]4[NH:40][C:39]5[CH:44]([CH2:47][C:48]([O:50][CH2:51][CH3:52])=[O:49])[CH2:45][CH2:46][C:38]=5[C:37]=4[CH:36]=3)[N:32]=2)[CH:15]=[CH:16][C:17]=1[O:18][CH:19]1[CH2:23][CH2:22][CH2:21][CH2:20]1)#[N:8]. (6) Given the reactants [C:1]([S:20][CH2:21][CH2:22][CH2:23][C:24](O)=[O:25])([C:14]1[CH:19]=[CH:18][CH:17]=[CH:16][CH:15]=1)([C:8]1[CH:13]=[CH:12][CH:11]=[CH:10][CH:9]=1)[C:2]1[CH:7]=[CH:6][CH:5]=[CH:4][CH:3]=1.Cl.[CH3:28][NH:29][O:30][CH3:31].C(N(CC)C(C)C)(C)C.F[P-](F)(F)(F)(F)F.N1(OC(N(C)C)=[N+](C)C)C2C=CC=CC=2N=N1, predict the reaction product. The product is: [CH3:31][O:30][N:29]([CH3:28])[C:24](=[O:25])[CH2:23][CH2:22][CH2:21][S:20][C:1]([C:2]1[CH:7]=[CH:6][CH:5]=[CH:4][CH:3]=1)([C:14]1[CH:15]=[CH:16][CH:17]=[CH:18][CH:19]=1)[C:8]1[CH:9]=[CH:10][CH:11]=[CH:12][CH:13]=1. (7) Given the reactants F[C:2](F)(F)[C:3]([OH:5])=O.FC(F)(F)C(O)=O.[CH2:15]([S:17]([N:20]1[CH2:23][C:22](CC(O)=O)([N:24]2[CH2:29][CH2:28][CH:27]([NH:30][C@@H:31]3[CH2:33][C@H:32]3[C:34]3[CH:39]=[CH:38][CH:37]=[CH:36][CH:35]=3)[CH2:26][CH2:25]2)[CH2:21]1)(=[O:19])=[O:18])[CH3:16].[CH:44]([N:47](CC)[CH:48](C)C)(C)C.CNC.F[P-](F)(F)(F)(F)F.N1(O[P+](N(C)C)(N(C)C)N(C)C)C2C=CC=CC=2N=N1, predict the reaction product. The product is: [CH2:15]([S:17]([N:20]1[CH2:23][C:22]([CH2:2][C:3]([N:47]([CH3:48])[CH3:44])=[O:5])([N:24]2[CH2:25][CH2:26][CH:27]([NH:30][C@@H:31]3[CH2:33][C@H:32]3[C:34]3[CH:39]=[CH:38][CH:37]=[CH:36][CH:35]=3)[CH2:28][CH2:29]2)[CH2:21]1)(=[O:18])=[O:19])[CH3:16].